The task is: Predict which catalyst facilitates the given reaction.. This data is from Catalyst prediction with 721,799 reactions and 888 catalyst types from USPTO. (1) Reactant: [CH3:1][N:2]1[CH2:28][CH2:27][C:5]2[N:6]([CH2:14][CH:15](OS(C)(=O)=O)[C:16]3[CH:21]=[CH:20][N:19]=[CH:18][CH:17]=3)[C:7]3[CH:8]=[CH:9][C:10]([CH3:13])=[CH:11][C:12]=3[C:4]=2[CH2:3]1.[CH:29]1([NH2:32])[CH2:31][CH2:30]1. The catalyst class is: 6. Product: [CH:29]1([NH:32][CH:15]([C:16]2[CH:21]=[CH:20][N:19]=[CH:18][CH:17]=2)[CH2:14][N:6]2[C:7]3[CH:8]=[CH:9][C:10]([CH3:13])=[CH:11][C:12]=3[C:4]3[CH2:3][N:2]([CH3:1])[CH2:28][CH2:27][C:5]2=3)[CH2:31][CH2:30]1. (2) Reactant: [Cl:1][C:2]1[CH:11]=[CH:10][CH:9]=[C:8]2[C:3]=1[C:4]([N:20]1[C:28]3[C:23](=[CH:24][CH:25]=[C:26](I)[CH:27]=3)[C:22]([CH3:31])([CH3:30])[CH2:21]1)=[C:5]([CH3:19])[C:6]([C:12]1[CH:17]=[CH:16][CH:15]=[CH:14][C:13]=1[F:18])=[N:7]2.[NH:32]1[CH2:37][CH2:36][O:35][CH2:34][CH2:33]1.C1(P(C2CCCCC2)C2C=CC=CC=2C2C(C(C)C)=CC(C(C)C)=CC=2C(C)C)CCCCC1.CC(C)([O-])C.[Na+]. Product: [Cl:1][C:2]1[CH:11]=[CH:10][CH:9]=[C:8]2[C:3]=1[C:4]([N:20]1[C:28]3[C:23](=[CH:24][CH:25]=[C:26]([N:32]4[CH2:37][CH2:36][O:35][CH2:34][CH2:33]4)[CH:27]=3)[C:22]([CH3:31])([CH3:30])[CH2:21]1)=[C:5]([CH3:19])[C:6]([C:12]1[CH:17]=[CH:16][CH:15]=[CH:14][C:13]=1[F:18])=[N:7]2. The catalyst class is: 101. (3) Reactant: [CH:1]([CH:4]1[CH2:9][NH:8][C:7]2[CH:10]=[CH:11][CH:12]=[C:13]([CH:14]([CH3:16])[CH3:15])[C:6]=2[O:5]1)([CH3:3])[CH3:2].C(N(CC)CC)C.Cl[C:25]([CH2:27][CH2:28][C:29]([O:31][CH3:32])=[O:30])=[O:26]. Product: [CH3:32][O:31][C:29](=[O:30])[CH2:28][CH2:27][C:25]([N:8]1[C:7]2[CH:10]=[CH:11][CH:12]=[C:13]([CH:14]([CH3:16])[CH3:15])[C:6]=2[O:5][CH:4]([CH:1]([CH3:3])[CH3:2])[CH2:9]1)=[O:26]. The catalyst class is: 22. (4) Reactant: [I:1][C:2]1[C:10]([N+:11]([O-:13])=[O:12])=[CH:9][CH:8]=[CH:7][C:3]=1[C:4]([OH:6])=[O:5].S(=O)(=O)(O)O.[CH:19](OC)(OC)OC. Product: [CH3:19][O:5][C:4](=[O:6])[C:3]1[CH:7]=[CH:8][CH:9]=[C:10]([N+:11]([O-:13])=[O:12])[C:2]=1[I:1]. The catalyst class is: 5. (5) Reactant: [NH2:1][C:2]1[CH:31]=[CH:30][C:5]([O:6][C:7]2[CH:12]=[CH:11][N:10]=[C:9]3[CH:13]=[C:14]([C:16]4[N:21]=[CH:20][C:19]([CH2:22][CH2:23][N:24]5[CH2:28][CH2:27][CH2:26][C:25]5=[O:29])=[CH:18][CH:17]=4)[S:15][C:8]=23)=[C:4]([F:32])[CH:3]=1.[N:33]1[CH:38]=[CH:37][CH:36]=C[CH:34]=1.ClC(OC1C=CC=CC=1)=[O:41].C1(N)CC1. Product: [CH:38]1([NH:33][C:34]([NH:1][C:2]2[CH:31]=[CH:30][C:5]([O:6][C:7]3[CH:12]=[CH:11][N:10]=[C:9]4[CH:13]=[C:14]([C:16]5[CH:17]=[CH:18][C:19]([CH2:22][CH2:23][N:24]6[CH2:28][CH2:27][CH2:26][C:25]6=[O:29])=[CH:20][N:21]=5)[S:15][C:8]=34)=[C:4]([F:32])[CH:3]=2)=[O:41])[CH2:36][CH2:37]1. The catalyst class is: 3. (6) Reactant: [C:1]([C:4]1[O:8][C:7]([CH2:9][N:10]2[CH:14]=[C:13]([NH:15][C:16]([C:18]3[N:19]=[CH:20][O:21][C:22]=3[C:23]3[CH:28]=[CH:27][CH:26]=[C:25]([C:29]#[N:30])[CH:24]=3)=[O:17])[CH:12]=[N:11]2)=[CH:6][CH:5]=1)(=[O:3])[CH3:2].[NH4+].[OH-:32].Cl. Product: [C:1]([C:4]1[O:8][C:7]([CH2:9][N:10]2[CH:14]=[C:13]([NH:15][C:16]([C:18]3[N:19]=[CH:20][O:21][C:22]=3[C:23]3[CH:28]=[CH:27][CH:26]=[C:25]([C:29](=[O:32])[NH2:30])[CH:24]=3)=[O:17])[CH:12]=[N:11]2)=[CH:6][CH:5]=1)(=[O:3])[CH3:2]. The catalyst class is: 65.